From a dataset of Full USPTO retrosynthesis dataset with 1.9M reactions from patents (1976-2016). Predict the reactants needed to synthesize the given product. (1) The reactants are: C(OC(=O)[NH:7][CH2:8][CH2:9][CH2:10][NH:11][C:12]1[C:17]([CH:18]2[CH2:20][CH2:19]2)=[CH:16][N:15]=[C:14]([NH:21][C:22]2[CH:27]=[CH:26][CH:25]=[C:24]([NH:28][C:29](=[O:31])[CH3:30])[CH:23]=2)[N:13]=1)(C)(C)C.[ClH:33]. Given the product [ClH:33].[ClH:33].[NH2:7][CH2:8][CH2:9][CH2:10][NH:11][C:12]1[C:17]([CH:18]2[CH2:19][CH2:20]2)=[CH:16][N:15]=[C:14]([NH:21][C:22]2[CH:23]=[C:24]([NH:28][C:29](=[O:31])[CH3:30])[CH:25]=[CH:26][CH:27]=2)[N:13]=1, predict the reactants needed to synthesize it. (2) Given the product [CH2:1]([O:3][C:4](=[O:12])[C:5]([C:6](=[O:11])[C:7]([F:10])([F:8])[F:9])=[CH:13][O:14][CH3:15])[CH3:2], predict the reactants needed to synthesize it. The reactants are: [CH2:1]([O:3][C:4](=[O:12])[CH2:5][C:6](=[O:11])[C:7]([F:10])([F:9])[F:8])[CH3:2].[CH:13](OC)(OC)[O:14][CH3:15].CC(OC(C)=O)=O. (3) Given the product [Br:27][C:26]1[C:19]([NH:18][C:3]2[CH2:7][N:6]([CH2:8][C:9]3[CH:10]=[CH:11][C:12]([O:15][CH3:16])=[CH:13][CH:14]=3)[C:5](=[O:17])[CH:4]=2)=[C:20]([CH:23]=[CH:24][CH:25]=1)[C:21]#[N:22], predict the reactants needed to synthesize it. The reactants are: CO[C:3]1[CH2:7][N:6]([CH2:8][C:9]2[CH:14]=[CH:13][C:12]([O:15][CH3:16])=[CH:11][CH:10]=2)[C:5](=[O:17])[CH:4]=1.[NH2:18][C:19]1[C:26]([Br:27])=[CH:25][CH:24]=[CH:23][C:20]=1[C:21]#[N:22].C1(C)C=CC(S(O)(=O)=O)=CC=1. (4) Given the product [CH3:9][O:8][C:6](=[O:7])[C:5]1[CH:10]=[CH:11][C:2]([NH2:1])=[C:3]([O:12][CH:14]([CH3:16])[CH3:15])[CH:4]=1, predict the reactants needed to synthesize it. The reactants are: [NH2:1][C:2]1[CH:11]=[CH:10][C:5]([C:6]([O:8][CH3:9])=[O:7])=[CH:4][C:3]=1[OH:12].I[CH:14]([CH3:16])[CH3:15].C([O-])([O-])=O.[Cs+].[Cs+].[OH-].[NH4+]. (5) Given the product [CH3:24][S:12]([CH2:14][C:15]1[CH:20]=[CH:19][CH:18]=[C:17]([N+:21]([O-:23])=[O:22])[CH:16]=1)(=[NH:11])=[O:13], predict the reactants needed to synthesize it. The reactants are: C(=O)([O-])[O-].[K+].[K+].FC(F)(F)C([N:11]=[S:12]([CH3:24])([CH2:14][C:15]1[CH:20]=[CH:19][CH:18]=[C:17]([N+:21]([O-:23])=[O:22])[CH:16]=1)=[O:13])=O. (6) Given the product [CH3:1][O:2][C:3]1[CH:4]=[C:5]2[C:10](=[CH:11][C:12]=1[O:13][CH3:14])[N:9]=[CH:8][N:7]=[C:6]2[NH:15][C:16]1[CH:21]=[CH:20][C:19]([NH:22][C:45]([N:35]2[CH2:36][CH2:37][N:38]([C:39]3[CH:44]=[CH:43][CH:42]=[CH:41][CH:40]=3)[C:34]2=[O:33])=[O:46])=[CH:18][C:17]=1[F:23], predict the reactants needed to synthesize it. The reactants are: [CH3:1][O:2][C:3]1[CH:4]=[C:5]2[C:10](=[CH:11][C:12]=1[O:13][CH3:14])[N:9]=[CH:8][N:7]=[C:6]2[NH:15][C:16]1[CH:21]=[CH:20][C:19]([NH2:22])=[CH:18][C:17]=1[F:23].CCN(C(C)C)C(C)C.[O:33]=[C:34]1[N:38]([C:39]2[CH:44]=[CH:43][CH:42]=[CH:41][CH:40]=2)[CH2:37][CH2:36][N:35]1[C:45](Cl)=[O:46].CCOC(C)=O. (7) Given the product [F:11][C:2]([F:1])([F:10])[C:3]1[N:8]=[CH:7][C:6]([O:9][CH2:13][CH2:14][O:15][C:17]2[CH:22]=[CH:21][C:20]([CH:23]([C:29]#[C:30][CH3:31])[CH2:24][C:25]([OH:27])=[O:26])=[CH:19][CH:18]=2)=[CH:5][CH:4]=1, predict the reactants needed to synthesize it. The reactants are: [F:1][C:2]([F:11])([F:10])[C:3]1[N:8]=[CH:7][C:6]([OH:9])=[CH:5][CH:4]=1.Br[CH2:13][CH2:14][OH:15].O[C:17]1[CH:22]=[CH:21][C:20]([CH:23]([C:29]#[C:30][CH3:31])[CH2:24][C:25]([O:27]C)=[O:26])=[CH:19][CH:18]=1.